Dataset: Peptide-MHC class I binding affinity with 185,985 pairs from IEDB/IMGT. Task: Regression. Given a peptide amino acid sequence and an MHC pseudo amino acid sequence, predict their binding affinity value. This is MHC class I binding data. The peptide sequence is SSSVDVDIY. The MHC is HLA-A03:01 with pseudo-sequence HLA-A03:01. The binding affinity (normalized) is 0.